From a dataset of Forward reaction prediction with 1.9M reactions from USPTO patents (1976-2016). Predict the product of the given reaction. (1) Given the reactants [Cl:1][C:2]1[CH:7]=[CH:6][CH:5]=[CH:4][C:3]=1[NH:8][C:9]([C:11]1[CH:16]=[CH:15][N:14]=[CH:13][N:12]=1)=O.P(Cl)(Cl)(Cl)(Cl)Cl.[NH2:23][NH2:24].O, predict the reaction product. The product is: [NH2:23][NH:24][C:9]([C:11]1[CH:16]=[CH:15][N:14]=[CH:13][N:12]=1)=[N:8][C:3]1[CH:4]=[CH:5][CH:6]=[CH:7][C:2]=1[Cl:1]. (2) Given the reactants [CH2:1]([O:3][C:4]1[CH:31]=[CH:30][C:7](/[CH:8]=[C:9]2/[C:10](=[O:29])[N:11]([CH2:15][C:16]3[CH:28]=[CH:27][C:19]([C:20]([O:22]C(C)(C)C)=[O:21])=[CH:18][CH:17]=3)[C:12](=[O:14])[S:13]/2)=[CH:6][CH:5]=1)[CH3:2].NCCN1C(=O)C(CC2C=CC(OCC)=CC=2)SC1=O, predict the reaction product. The product is: [CH2:1]([O:3][C:4]1[CH:31]=[CH:30][C:7](/[CH:8]=[C:9]2/[C:10](=[O:29])[N:11]([CH2:15][C:16]3[CH:17]=[CH:18][C:19]([C:20]([OH:22])=[O:21])=[CH:27][CH:28]=3)[C:12](=[O:14])[S:13]/2)=[CH:6][CH:5]=1)[CH3:2]. (3) Given the reactants Br[C:2]1[S:3][C:4]([N+:7]([O-:9])=[O:8])=[CH:5][CH:6]=1.C(=O)([O-])[O-].[K+].[K+].CN(C)C=O.[C:21]1([C:27]2[NH:36][C:30]3[N:31]=[CH:32][N:33]=[C:34]([SH:35])[C:29]=3[CH:28]=2)[CH:26]=[CH:25][CH:24]=[CH:23][CH:22]=1, predict the reaction product. The product is: [N+:7]([C:4]1[S:3][C:2]([S:35][C:34]2[C:29]3[CH:28]=[C:27]([C:21]4[CH:26]=[CH:25][CH:24]=[CH:23][CH:22]=4)[NH:36][C:30]=3[N:31]=[CH:32][N:33]=2)=[CH:6][CH:5]=1)([O-:9])=[O:8]. (4) Given the reactants [CH3:1][O:2][C:3]1[CH:4]=[C:5](B(O)O)[CH:6]=[CH:7][C:8]=1[O:9][CH3:10].I[C:15]1[C:23]2[C:18](=[N:19][CH:20]=[N:21][C:22]=2[NH2:24])[N:17]([CH:25]([CH3:27])[CH3:26])[N:16]=1.C([O-])([O-])=O.[Na+].[Na+].[CH3:34][CH2:35]O, predict the reaction product. The product is: [CH:25]1([N:17]2[C:18]3=[N:19][CH:20]=[N:21][C:22]([NH2:24])=[C:23]3[C:15]([C:5]3[CH:6]=[CH:7][C:8]([O:9][CH3:10])=[C:3]([O:2][CH3:1])[CH:4]=3)=[N:16]2)[CH2:27][CH2:35][CH2:34][CH2:26]1. (5) Given the reactants C([O:9][C@@H:10]1[C@@H:35]([O:36]C(=O)C2C=CC=CC=2)[C@H:34]([O:45]C(=O)C2C=CC=CC=2)[C@@H:33]([C@@H:54]([CH3:64])[O:55]C(=O)C2C=CC=CC=2)[O:32][C@H:11]1[O:12][C:13]1[CH:18]=[C:17]([CH2:19][O:20]C(=O)C)[CH:16]=[CH:15][C:14]=1[CH2:24][C:25]1[CH:30]=[CH:29][C:28]([F:31])=[CH:27][CH:26]=1)(=O)C1C=CC=CC=1.C(=O)([O-])[O-].[K+].[K+], predict the reaction product. The product is: [O:12]([C:13]1[CH:18]=[C:17]([CH2:19][OH:20])[CH:16]=[CH:15][C:14]=1[CH2:24][C:25]1[CH:26]=[CH:27][C:28]([F:31])=[CH:29][CH:30]=1)[C@@H:11]1[O:32][C@H:33]([C@@H:54]([CH3:64])[OH:55])[C@@H:34]([OH:45])[C@H:35]([OH:36])[C@H:10]1[OH:9]. (6) Given the reactants [C:1]([O:5][C:6]([N:8]1[CH2:13][C@H:12]([CH2:14][O:15][C:16]2[CH:25]=[C:24]3[C:19]([CH2:20][CH2:21][CH2:22][NH:23]3)=[CH:18][CH:17]=2)[N:11]([C:26]2[CH:31]=[CH:30][C:29]([O:32][CH2:33][CH2:34][CH2:35][O:36][CH2:37][C:38]3[CH:43]=[CH:42][CH:41]=[CH:40][C:39]=3[O:44][CH3:45])=[CH:28][CH:27]=2)[C:10](=[O:46])[CH2:9]1)=[O:7])([CH3:4])([CH3:3])[CH3:2].C(=O)([O-])[O-].[Na+].[Na+].[I-].[K+].Br[CH2:56][CH2:57][OH:58], predict the reaction product. The product is: [C:1]([O:5][C:6]([N:8]1[CH2:9][C:10](=[O:46])[N:11]([C:26]2[CH:31]=[CH:30][C:29]([O:32][CH2:33][CH2:34][CH2:35][O:36][CH2:37][C:38]3[CH:43]=[CH:42][CH:41]=[CH:40][C:39]=3[O:44][CH3:45])=[CH:28][CH:27]=2)[C@@H:12]([CH:14]([O:15][C:16]2[CH:25]=[C:24]3[C:19]([CH2:20][CH2:21][CH2:22][NH:23]3)=[CH:18][CH:17]=2)[CH2:56][CH2:57][OH:58])[CH2:13]1)=[O:7])([CH3:3])([CH3:4])[CH3:2]. (7) Given the reactants [C:1]([NH:5][C:6](=[O:35])[C:7]1[CH:12]=[CH:11][CH:10]=[C:9]([O:13][C:14]2[CH:19]=[CH:18][C:17]([NH:20][C:21]3[C:31]4[CH:30]=[C:29]([CH:32]=O)[CH2:28][CH2:27][NH:26][C:25]=4[N:24]=[CH:23][N:22]=3)=[CH:16][C:15]=2[Cl:34])[CH:8]=1)([CH3:4])([CH3:3])[CH3:2].[CH:36]1([NH2:39])[CH2:38][CH2:37]1.C(O[BH-](OC(=O)C)OC(=O)C)(=O)C.[Na+], predict the reaction product. The product is: [C:1]([NH:5][C:6](=[O:35])[C:7]1[CH:12]=[CH:11][CH:10]=[C:9]([O:13][C:14]2[CH:19]=[CH:18][C:17]([NH:20][C:21]3[C:31]4[CH:30]=[C:29]([CH2:32][NH:39][CH:36]5[CH2:38][CH2:37]5)[CH2:28][CH2:27][NH:26][C:25]=4[N:24]=[CH:23][N:22]=3)=[CH:16][C:15]=2[Cl:34])[CH:8]=1)([CH3:2])([CH3:3])[CH3:4].